The task is: Regression. Given two drug SMILES strings and cell line genomic features, predict the synergy score measuring deviation from expected non-interaction effect.. This data is from NCI-60 drug combinations with 297,098 pairs across 59 cell lines. Drug 1: CC1=C2C(C(=O)C3(C(CC4C(C3C(C(C2(C)C)(CC1OC(=O)C(C(C5=CC=CC=C5)NC(=O)OC(C)(C)C)O)O)OC(=O)C6=CC=CC=C6)(CO4)OC(=O)C)OC)C)OC. Drug 2: COC1=NC(=NC2=C1N=CN2C3C(C(C(O3)CO)O)O)N. Cell line: LOX IMVI. Synergy scores: CSS=38.4, Synergy_ZIP=3.95, Synergy_Bliss=1.00, Synergy_Loewe=-31.2, Synergy_HSA=0.538.